From a dataset of Reaction yield outcomes from USPTO patents with 853,638 reactions. Predict the reaction yield, written as a fraction of the theoretical maximum amount of product (1.0 means a 100% yield; for example, 0.34 means a 34% yield). (1) The reactants are [CH3:1][O:2][CH2:3][O:4][C:5]1[CH:6]=[CH:7][C:8]([C:11]([CH3:21])([O:16][Si](C)(C)C)[C:12]([F:15])([F:14])[F:13])=[N:9][CH:10]=1.Cl. The catalyst is C1COCC1. The product is [F:15][C:12]([F:13])([F:14])[C:11]([C:8]1[CH:7]=[CH:6][C:5]([O:4][CH2:3][O:2][CH3:1])=[CH:10][N:9]=1)([OH:16])[CH3:21]. The yield is 0.880. (2) The reactants are [NH:1]1[C:5]2=[N:6][CH:7]=[CH:8][CH:9]=[C:4]2[C:3](/[CH:10]=[C:11]2\[O:12][C:13]3[C:20]([CH2:21][N:22]4[CH2:27][CH2:26][N:25](C(OC(C)(C)C)=O)[CH2:24][CH2:23]4)=[C:19]([OH:35])[CH:18]=[CH:17][C:14]=3[C:15]\2=[O:16])=[N:2]1.Cl. The catalyst is C(Cl)Cl.O1CCOCC1. The product is [NH:1]1[C:5]2=[N:6][CH:7]=[CH:8][CH:9]=[C:4]2[C:3](/[CH:10]=[C:11]2\[O:12][C:13]3[C:20]([CH2:21][N:22]4[CH2:23][CH2:24][NH:25][CH2:26][CH2:27]4)=[C:19]([OH:35])[CH:18]=[CH:17][C:14]=3[C:15]\2=[O:16])=[N:2]1. The yield is 0.600.